This data is from Reaction yield outcomes from USPTO patents with 853,638 reactions. The task is: Predict the reaction yield, written as a fraction of the theoretical maximum amount of product (1.0 means a 100% yield; for example, 0.34 means a 34% yield). (1) The reactants are [F:1][C:2]1[CH:7]=[CH:6][C:5]([N+:8]([O-])=O)=[CH:4][C:3]=1[N:11]1[C:15](=[O:16])[N:14]([CH:17]([CH3:19])[CH3:18])[N:13]=[N:12]1. The catalyst is CO.[Pd]. The product is [NH2:8][C:5]1[CH:6]=[CH:7][C:2]([F:1])=[C:3]([N:11]2[C:15](=[O:16])[N:14]([CH:17]([CH3:18])[CH3:19])[N:13]=[N:12]2)[CH:4]=1. The yield is 0.730. (2) The reactants are [CH2:1]([NH:3][C@:4]12[CH2:39][CH2:38][C@@H:37]([C:40]([CH3:42])=[CH2:41])[C@@H:5]1[C@@H:6]1[C@@:19]([CH3:22])([CH2:20][CH2:21]2)[C@@:18]2([CH3:23])[C@@H:9]([C@:10]3([CH3:36])[C@@H:15]([CH2:16][CH2:17]2)[C:14]([CH3:25])([CH3:24])[C:13]([C:26]2[CH:35]=[CH:34][C:29]([C:30]([O:32]C)=[O:31])=[CH:28][CH:27]=2)=[CH:12][CH2:11]3)[CH2:8][CH2:7]1)[CH3:2].[OH-].[Na+]. The catalyst is O1CCOCC1.CO. The product is [CH2:1]([NH:3][C@:4]12[CH2:39][CH2:38][C@@H:37]([C:40]([CH3:42])=[CH2:41])[C@@H:5]1[C@@H:6]1[C@@:19]([CH3:22])([CH2:20][CH2:21]2)[C@@:18]2([CH3:23])[C@@H:9]([C@:10]3([CH3:36])[C@@H:15]([CH2:16][CH2:17]2)[C:14]([CH3:25])([CH3:24])[C:13]([C:26]2[CH:27]=[CH:28][C:29]([C:30]([OH:32])=[O:31])=[CH:34][CH:35]=2)=[CH:12][CH2:11]3)[CH2:8][CH2:7]1)[CH3:2]. The yield is 0.612. (3) The reactants are [C:1]([C:9]#[C:10][C:11](=[O:18])[C:12]1[CH:17]=[CH:16][CH:15]=[CH:14][CH:13]=1)(=[O:8])[C:2]1[CH:7]=[CH:6][CH:5]=[CH:4][CH:3]=1.[C:19]1([C:25]2C(=O)[C:28]([C:31]3[CH:36]=[CH:35][CH:34]=[CH:33][CH:32]=3)=[C:27]([C:37]3[CH:42]=[CH:41][CH:40]=[CH:39][CH:38]=3)[C:26]=2[C:43]2[CH:48]=[CH:47][CH:46]=[CH:45][CH:44]=2)[CH:24]=[CH:23][CH:22]=[CH:21][CH:20]=1.C(C1C=CC=CC=1)(=O)C1C=CC=CC=1. The catalyst is CO. The product is [C:11]([C:10]1[C:28]([C:31]2[CH:36]=[CH:35][CH:34]=[CH:33][CH:32]=2)=[C:27]([C:37]2[CH:38]=[CH:39][CH:40]=[CH:41][CH:42]=2)[C:26]([C:43]2[CH:44]=[CH:45][CH:46]=[CH:47][CH:48]=2)=[C:25]([C:19]2[CH:24]=[CH:23][CH:22]=[CH:21][CH:20]=2)[C:9]=1[C:1](=[O:8])[C:2]1[CH:7]=[CH:6][CH:5]=[CH:4][CH:3]=1)(=[O:18])[C:12]1[CH:17]=[CH:16][CH:15]=[CH:14][CH:13]=1. The yield is 0.430. (4) The product is [F:32][C:2]1([F:1])[CH2:7][CH2:6][N:5]([C:8]([C:10]2[N:11]([CH2:40][C:41]([F:44])([F:43])[F:42])[C:12]3[C:17]([CH:18]=2)=[CH:16][C:15]([C:19]([N:21]2[CH2:22][CH2:23][CH:24]([N:27]4[CH2:31][CH2:30][CH2:29][CH2:28]4)[CH2:25][CH2:26]2)=[O:20])=[CH:14][CH:13]=3)=[O:9])[CH2:4][CH2:3]1. The catalyst is CN(C)C=O. The reactants are [F:1][C:2]1([F:32])[CH2:7][CH2:6][N:5]([C:8]([C:10]2[NH:11][C:12]3[C:17]([CH:18]=2)=[CH:16][C:15]([C:19]([N:21]2[CH2:26][CH2:25][CH:24]([N:27]4[CH2:31][CH2:30][CH2:29][CH2:28]4)[CH2:23][CH2:22]2)=[O:20])=[CH:14][CH:13]=3)=[O:9])[CH2:4][CH2:3]1.[H-].[Na+].CS(O[CH2:40][C:41]([F:44])([F:43])[F:42])(=O)=O. The yield is 0.460. (5) No catalyst specified. The product is [F:19][C:18]1[C:2]([C:24]#[C:23][C:22]([OH:25])([CH3:26])[CH2:21][F:20])=[CH:3][C:4]2[C:10]3[N:11]=[C:12]([C:14]([NH2:16])=[O:15])[S:13][C:9]=3[CH2:8][CH2:7][O:6][C:5]=2[CH:17]=1. The reactants are Br[C:2]1[C:18]([F:19])=[CH:17][C:5]2[O:6][CH2:7][CH2:8][C:9]3[S:13][C:12]([C:14]([NH2:16])=[O:15])=[N:11][C:10]=3[C:4]=2[CH:3]=1.[F:20][CH2:21][C:22]([CH3:26])([OH:25])[C:23]#[CH:24]. The yield is 0.280. (6) The reactants are [CH2:1]([O:3][C:4]([C:6]1[CH:7]=[C:8]2[C:13](=[CH:14][CH:15]=1)[NH:12][CH:11]([C:16]1[CH:21]=[CH:20][CH:19]=[C:18](Br)[CH:17]=1)[C:10]([CH3:24])([CH3:23])[CH2:9]2)=[O:5])[CH3:2].[C:25]([C:28]1[CH:33]=[CH:32][C:31](B(O)O)=[CH:30][CH:29]=1)([OH:27])=[O:26].C(=O)([O-])[O-].[Na+].[Na+].O. The catalyst is O1CCOCC1.C(OCC)(=O)C.C1C=CC([P]([Pd]([P](C2C=CC=CC=2)(C2C=CC=CC=2)C2C=CC=CC=2)([P](C2C=CC=CC=2)(C2C=CC=CC=2)C2C=CC=CC=2)[P](C2C=CC=CC=2)(C2C=CC=CC=2)C2C=CC=CC=2)(C2C=CC=CC=2)C2C=CC=CC=2)=CC=1. The product is [CH2:1]([O:3][C:4]([C:6]1[CH:7]=[C:8]2[C:13](=[CH:14][CH:15]=1)[NH:12][CH:11]([C:16]1[CH:17]=[C:18]([C:31]3[CH:32]=[CH:33][C:28]([C:25]([OH:27])=[O:26])=[CH:29][CH:30]=3)[CH:19]=[CH:20][CH:21]=1)[C:10]([CH3:24])([CH3:23])[CH2:9]2)=[O:5])[CH3:2]. The yield is 0.800.